From a dataset of Full USPTO retrosynthesis dataset with 1.9M reactions from patents (1976-2016). Predict the reactants needed to synthesize the given product. Given the product [ClH:27].[ClH:27].[F:26][C:23]1[CH:22]=[CH:21][C:20]([O:19][CH2:18][C@@H:15]2[CH2:14][N:11]3[CH2:12][CH2:13][NH:8][CH2:9][C@H:10]3[CH2:17][CH2:16]2)=[CH:25][CH:24]=1, predict the reactants needed to synthesize it. The reactants are: C([N:8]1[CH2:13][CH2:12][N:11]2[CH2:14][C@@H:15]([CH2:18][O:19][C:20]3[CH:25]=[CH:24][C:23]([F:26])=[CH:22][CH:21]=3)[CH2:16][CH2:17][C@@H:10]2[CH2:9]1)(OC(C)(C)C)=O.[ClH:27].